From a dataset of Forward reaction prediction with 1.9M reactions from USPTO patents (1976-2016). Predict the product of the given reaction. (1) Given the reactants [Cl:1][C:2]1[CH:7]=[CH:6][C:5]([C:8]2([C:11]([N:13]3[CH2:17][CH2:16][C@H:15]([NH:18]C(=O)OC(C)(C)C)[CH2:14]3)=[O:12])[CH2:10][CH2:9]2)=[CH:4][CH:3]=1.Cl.C(#N)C.C(N(CC)C(C)C)(C)C.[Cl:39][C:40]1[C:41]([CH3:50])=[C:42]([S:46](Cl)(=[O:48])=[O:47])[CH:43]=[CH:44][CH:45]=1.C(O)(C(F)(F)F)=O, predict the reaction product. The product is: [Cl:39][C:40]1[C:41]([CH3:50])=[C:42]([S:46]([NH:18][C@H:15]2[CH2:16][CH2:17][N:13]([C:11]([C:8]3([C:5]4[CH:6]=[CH:7][C:2]([Cl:1])=[CH:3][CH:4]=4)[CH2:9][CH2:10]3)=[O:12])[CH2:14]2)(=[O:48])=[O:47])[CH:43]=[CH:44][CH:45]=1. (2) Given the reactants C([O:3][C:4](=O)[C@@H:5]1[CH2:9][CH:8]([N:10]=[N+:11]=[N-:12])[CH2:7][N:6]1[C:13](=[O:15])[CH3:14])C.[BH4-].[Na+].Cl, predict the reaction product. The product is: [C:13]([N:6]1[CH2:7][C@@H:8]([N:10]=[N+:11]=[N-:12])[CH2:9][C@H:5]1[CH2:4][OH:3])(=[O:15])[CH3:14]. (3) Given the reactants [CH2:1](Cl)[CH2:2]Cl.[CH:5]1[CH:6]=[CH:7]C2N(O)N=N[C:9]=2[CH:10]=1.[CH2:15](N(CC)CC)[CH3:16].C[OH:23].CN([CH:27]=[O:28])C, predict the reaction product. The product is: [CH:2]12[CH2:1][CH:5]([CH:10]=[CH:9]1)[CH2:6][CH:7]2[C:27]([OH:28])=[O:23].[CH2:15]=[CH2:16]. (4) Given the reactants [C:1]([O:5][C:6]([N:8]1[CH2:13][CH2:12][CH:11]([NH:14][C:15]2[CH:20]=[CH:19][C:18]([CH3:21])=[CH:17][CH:16]=2)[CH2:10][CH2:9]1)=[O:7])([CH3:4])([CH3:3])[CH3:2].[CH3:22][O:23][C:24]1[CH:25]=[C:26]([C:34]2[CH:35]=[C:36]([CH:39]=[CH:40][CH:41]=2)[CH2:37]Cl)[CH:27]=[C:28]([O:32][CH3:33])[C:29]=1[O:30][CH3:31], predict the reaction product. The product is: [C:1]([O:5][C:6]([N:8]1[CH2:13][CH2:12][CH:11]([N:14]([C:15]2[CH:20]=[CH:19][C:18]([CH3:21])=[CH:17][CH:16]=2)[CH2:37][C:36]2[CH:39]=[CH:40][CH:41]=[C:34]([C:26]3[CH:27]=[C:28]([O:32][CH3:33])[C:29]([O:30][CH3:31])=[C:24]([O:23][CH3:22])[CH:25]=3)[CH:35]=2)[CH2:10][CH2:9]1)=[O:7])([CH3:4])([CH3:3])[CH3:2]. (5) Given the reactants Cl[C:2]1[N:7]=[N:6][C:5]([CH2:8][N:9]2[CH:13]=[CH:12][N:11]=[C:10]2[C:14]2[CH:19]=[CH:18][CH:17]=[C:16]([F:20])[CH:15]=2)=[C:4]([CH2:21][CH3:22])[CH:3]=1.ClC1[N:29]=[N:28]C(CN2C=CN=C2C2C=CC=C(F)N=2)=C(CCC)C=1.O.NN, predict the reaction product. The product is: [CH2:21]([C:4]1[CH:3]=[C:2]([NH:28][NH2:29])[N:7]=[N:6][C:5]=1[CH2:8][N:9]1[CH:13]=[CH:12][N:11]=[C:10]1[C:14]1[CH:19]=[CH:18][CH:17]=[C:16]([F:20])[CH:15]=1)[CH3:22]. (6) The product is: [I:28][C:25]1[CH:26]=[CH:27][C:22]([NH:20][CH2:19][C:5]2[CH:6]=[CH:7][C:8]([O:9][CH2:10][C:11]3[CH:12]=[N:13][C:14]([O:17][CH3:18])=[CH:15][CH:16]=3)=[C:3]([O:2][CH3:1])[CH:4]=2)=[C:23]([N+:29]([O-:31])=[O:30])[CH:24]=1. Given the reactants [CH3:1][O:2][C:3]1[CH:4]=[C:5]([CH2:19][NH2:20])[CH:6]=[CH:7][C:8]=1[O:9][CH2:10][C:11]1[CH:12]=[N:13][C:14]([O:17][CH3:18])=[CH:15][CH:16]=1.F[C:22]1[CH:27]=[CH:26][C:25]([I:28])=[CH:24][C:23]=1[N+:29]([O-:31])=[O:30].C(N(C(C)C)CC)(C)C.O, predict the reaction product. (7) Given the reactants [CH3:1][C:2]1[NH:3][C:4](=[O:10])[O:5][C:6]=1[C:7]([OH:9])=O.O1CCCC1.C(Cl)(=O)C(Cl)=O.[NH2:22][C:23]1[CH:24]=[C:25]([CH:42]=[CH:43][C:44]=1[CH3:45])[O:26][C:27]1[CH:28]=[CH:29][C:30]2[N:31]([CH:33]=[C:34]([NH:36][C:37]([CH:39]3[CH2:41][CH2:40]3)=[O:38])[N:35]=2)[N:32]=1, predict the reaction product. The product is: [CH:39]1([C:37]([NH:36][C:34]2[N:35]=[C:30]3[CH:29]=[CH:28][C:27]([O:26][C:25]4[CH:42]=[CH:43][C:44]([CH3:45])=[C:23]([NH:22][C:7]([C:6]5[O:5][C:4](=[O:10])[NH:3][C:2]=5[CH3:1])=[O:9])[CH:24]=4)=[N:32][N:31]3[CH:33]=2)=[O:38])[CH2:40][CH2:41]1.